This data is from Forward reaction prediction with 1.9M reactions from USPTO patents (1976-2016). The task is: Predict the product of the given reaction. (1) Given the reactants [NH2:1][C:2]1[CH:7]=[CH:6][C:5]([N:8]([CH3:25])[S:9]([C:12]2[CH:13]=[C:14]([C:18]3[CH:23]=[CH:22][C:21]([F:24])=[CH:20][CH:19]=3)[CH:15]=[CH:16][CH:17]=2)(=[O:11])=[O:10])=[CH:4][CH:3]=1.[N:26]1[CH:31]=[CH:30][C:29]([N:32]=[C:33]=[O:34])=[CH:28][CH:27]=1, predict the reaction product. The product is: [CH3:25][N:8]([C:5]1[CH:4]=[CH:3][C:2]([NH:1][C:33]([NH:32][C:29]2[CH:30]=[CH:31][N:26]=[CH:27][CH:28]=2)=[O:34])=[CH:7][CH:6]=1)[S:9]([C:12]1[CH:13]=[C:14]([C:18]2[CH:23]=[CH:22][C:21]([F:24])=[CH:20][CH:19]=2)[CH:15]=[CH:16][CH:17]=1)(=[O:11])=[O:10]. (2) Given the reactants Cl[C:2](Cl)([O:4]C(=O)OC(Cl)(Cl)Cl)Cl.[C:13]1([S:19]([C:22]2[CH:27]=[CH:26][CH:25]=[CH:24][C:23]=2[NH2:28])(=[O:21])=[O:20])[CH:18]=[CH:17][CH:16]=[CH:15][CH:14]=1.C(N(CC)CC)C.Cl.[CH3:37][O:38][C:39](=[O:60])[C@@H:40]([NH2:59])[CH2:41][C:42]1[CH:47]=[CH:46][C:45]([NH:48][C:49](=[O:58])[C:50]2[C:55]([Cl:56])=[CH:54][CH:53]=[CH:52][C:51]=2[Cl:57])=[CH:44][CH:43]=1, predict the reaction product. The product is: [CH3:37][O:38][C:39](=[O:60])[C@@H:40]([NH:59][C:2]([NH:28][C:23]1[CH:24]=[CH:25][CH:26]=[CH:27][C:22]=1[S:19]([C:13]1[CH:14]=[CH:15][CH:16]=[CH:17][CH:18]=1)(=[O:21])=[O:20])=[O:4])[CH2:41][C:42]1[CH:47]=[CH:46][C:45]([NH:48][C:49](=[O:58])[C:50]2[C:51]([Cl:57])=[CH:52][CH:53]=[CH:54][C:55]=2[Cl:56])=[CH:44][CH:43]=1. (3) Given the reactants [OH-].[Na+].[Cl:3][C:4]1[CH:5]=[C:6]([C:14]2[O:18][N:17]=[C:16]([C:19]3[CH:20]=[C:21]([F:35])[CH:22]=[C:23]4[C:27]=3[NH:26][CH:25]=[C:24]4[CH2:28][CH2:29][C:30]([O:32]CC)=[O:31])[N:15]=2)[CH:7]=[CH:8][C:9]=1[O:10][CH:11]([CH3:13])[CH3:12].Cl, predict the reaction product. The product is: [Cl:3][C:4]1[CH:5]=[C:6]([C:14]2[O:18][N:17]=[C:16]([C:19]3[CH:20]=[C:21]([F:35])[CH:22]=[C:23]4[C:27]=3[NH:26][CH:25]=[C:24]4[CH2:28][CH2:29][C:30]([OH:32])=[O:31])[N:15]=2)[CH:7]=[CH:8][C:9]=1[O:10][CH:11]([CH3:13])[CH3:12]. (4) The product is: [C:19]([C:4]1[CH:3]=[C:2]([NH:1][C:31]([NH:30][C:33]2[CH:38]=[CH:37][CH:36]=[CH:35][CH:34]=2)=[O:32])[N:6]([C:7]2[CH:8]=[C:9]([CH2:13][C:14]([O:16][CH2:17][CH3:18])=[O:15])[CH:10]=[CH:11][CH:12]=2)[N:5]=1)([CH3:21])([CH3:20])[CH3:22]. Given the reactants [NH2:1][C:2]1[N:6]([C:7]2[CH:8]=[C:9]([CH2:13][C:14]([O:16][CH2:17][CH3:18])=[O:15])[CH:10]=[CH:11][CH:12]=2)[N:5]=[C:4]([C:19]([CH3:22])([CH3:21])[CH3:20])[CH:3]=1.C(N(CC)CC)C.[N-:30]=[C:31]=[O:32].[CH:33]1[CH:38]=[CH:37][CH:36]=[CH:35][CH:34]=1.Cl, predict the reaction product. (5) The product is: [Si:39]([O:42][CH2:43][CH2:44][N:1]1[C:5]2[CH:6]=[CH:7][CH:8]=[CH:9][C:4]=2[N:3]=[C:2]1[CH2:10][O:11][N:12]=[C:13]1[CH2:18][CH2:17][N:16]([S:19]([C:22]2[CH:27]=[CH:26][C:25]([O:28][C:29]([F:30])([F:31])[F:32])=[CH:24][CH:23]=2)(=[O:20])=[O:21])[CH2:15][CH2:14]1)([C:35]([CH3:38])([CH3:37])[CH3:36])([CH3:41])[CH3:40]. Given the reactants [NH:1]1[C:5]2[CH:6]=[CH:7][CH:8]=[CH:9][C:4]=2[N:3]=[C:2]1[CH2:10][O:11][N:12]=[C:13]1[CH2:18][CH2:17][N:16]([S:19]([C:22]2[CH:27]=[CH:26][C:25]([O:28][C:29]([F:32])([F:31])[F:30])=[CH:24][CH:23]=2)(=[O:21])=[O:20])[CH2:15][CH2:14]1.[H-].[Na+].[C:35]([Si:39]([O:42][CH2:43][CH2:44]Br)([CH3:41])[CH3:40])([CH3:38])([CH3:37])[CH3:36], predict the reaction product. (6) Given the reactants [Br:1][C:2]1[CH:3]=[CH:4][C:5]2[N:6]([C:8](I)=[CH:9][N:10]=2)[N:7]=1.C(N(CC)CC)C.[CH3:19][C:20]([OH:24])([C:22]#[CH:23])[CH3:21], predict the reaction product. The product is: [Br:1][C:2]1[CH:3]=[CH:4][C:5]2[N:6]([C:8]([C:23]#[C:22][C:20]([CH3:21])([OH:24])[CH3:19])=[CH:9][N:10]=2)[N:7]=1. (7) Given the reactants C[N:2](C(ON1N=NC2C=CC=CC1=2)=[N+](C)C)C.[B-](F)(F)(F)F.C(N(C(C)C)CC)(C)C.N.Cl.[Cl:34][C:35]1[CH:40]=[CH:39][C:38]([C:41]2[N:42]=[C:43]3[CH:48]=[C:47]([C:49](O)=[O:50])[CH:46]=[CH:45][N:44]3[C:52]=2[CH2:53][OH:54])=[CH:37][CH:36]=1, predict the reaction product. The product is: [Cl:34][C:35]1[CH:40]=[CH:39][C:38]([C:41]2[N:42]=[C:43]3[CH:48]=[C:47]([C:49]([NH2:2])=[O:50])[CH:46]=[CH:45][N:44]3[C:52]=2[CH2:53][OH:54])=[CH:37][CH:36]=1. (8) Given the reactants [OH:1][CH2:2][C:3]1[O:7][N:6]=[C:5]([C:8]2[CH:13]=[CH:12][CH:11]=[CH:10][N:9]=2)[C:4]=1[CH2:14][O:15][C:16]1[CH:24]=[CH:23][C:19]([C:20]([OH:22])=O)=[CH:18][N:17]=1.[NH:25]1[CH2:30][CH2:29][O:28][CH2:27][CH2:26]1, predict the reaction product. The product is: [OH:1][CH2:2][C:3]1[O:7][N:6]=[C:5]([C:8]2[CH:13]=[CH:12][CH:11]=[CH:10][N:9]=2)[C:4]=1[CH2:14][O:15][C:16]1[N:17]=[CH:18][C:19]([C:20]([N:25]2[CH2:30][CH2:29][O:28][CH2:27][CH2:26]2)=[O:22])=[CH:23][CH:24]=1. (9) Given the reactants [CH3:1][C:2]1([CH3:20])[N:11]2[C:7](=[N:8][C:9]3[CH:15]=[CH:14][C:13]([C:16]([OH:18])=O)=[CH:12][C:10]=32)[C:6](=[O:19])[NH:5][CH2:4][CH2:3]1.C1CN([P+](ON2N=NC3C=CC=CC2=3)(N2CCCC2)N2CCCC2)CC1.F[P-](F)(F)(F)(F)F.[CH3:54][CH:55]([N:57]1[C:61]2[CH:62]=[CH:63][CH:64]=[CH:65][C:60]=2[N:59]=[C:58]1[NH2:66])[CH3:56].Br.C(N(CC)CC)C, predict the reaction product. The product is: [CH3:20][C:2]1([CH3:1])[N:11]2[C:7](=[N:8][C:9]3[CH:15]=[CH:14][C:13]([C:16]([NH:66][C:58]4[N:57]([CH:55]([CH3:56])[CH3:54])[C:61]5[CH:62]=[CH:63][CH:64]=[CH:65][C:60]=5[N:59]=4)=[O:18])=[CH:12][C:10]=32)[C:6](=[O:19])[NH:5][CH2:4][CH2:3]1. (10) Given the reactants [CH3:1][CH:2]1[N:6]=[C:5]2[CH:7]=[CH:8][N:9]=[C:4]2[S:3]1.[CH2:10]1[CH2:16][S:13](=[O:15])(=[O:14])[O:12][CH2:11]1, predict the reaction product. The product is: [CH3:1][CH:2]1[N+:6]([CH2:11][CH2:10][CH2:16][S:13]([O-:15])(=[O:14])=[O:12])=[C:5]2[CH:7]=[CH:8][N:9]=[C:4]2[S:3]1.